This data is from Full USPTO retrosynthesis dataset with 1.9M reactions from patents (1976-2016). The task is: Predict the reactants needed to synthesize the given product. (1) Given the product [Br:30][C:31]1[CH:32]=[N:33][CH:34]=[C:35]([CH:39]=1)[C:36]([NH:1][C:2]1[CH:7]=[CH:6][CH:5]=[CH:4][CH:3]=1)=[O:37], predict the reactants needed to synthesize it. The reactants are: [NH2:1][C:2]1[CH:7]=[CH:6][CH:5]=[CH:4][CH:3]=1.CCN=C=NCCCN(C)C.Cl.C1C=CC2N(O)N=NC=2C=1.[Br:30][C:31]1[CH:32]=[N:33][CH:34]=[C:35]([CH:39]=1)[C:36](O)=[O:37].[Cl-].[NH4+]. (2) The reactants are: Cl.Cl.N1([CH2:9][CH2:10][CH2:11][O:12][C:13]2[CH:14]=[C:15]3[C:20](=[CH:21][CH:22]=2)[CH2:19][NH:18][CH2:17][CH2:16]3)CCCCC1.CC[N:25]([CH:29]([CH3:31])C)[CH:26]([CH3:28])C.[CH:32]([N:35]=[C:36]=[O:37])([CH3:34])[CH3:33].[CH2:38](O)C(N)(CO)CO.[N-]=C=O. Given the product [CH:32]([NH:35][C:36]([N:18]1[CH2:17][CH2:16][C:15]2[C:20](=[CH:21][CH:22]=[C:13]([O:12][CH2:11][CH:10]([N:25]3[CH2:26][CH2:28][CH2:38][CH2:31][CH2:29]3)[CH3:9])[CH:14]=2)[CH2:19]1)=[O:37])([CH3:34])[CH3:33], predict the reactants needed to synthesize it. (3) Given the product [CH3:18][O:17][N:16]([CH3:15])[C:11]([CH:4]1[C:5]2[C:10](=[CH:9][CH:8]=[CH:7][CH:6]=2)[O:1][CH2:2][CH2:3]1)=[O:13], predict the reactants needed to synthesize it. The reactants are: [O:1]1[C:10]2[C:5](=[CH:6][CH:7]=[CH:8][CH:9]=2)[CH:4]([C:11]([OH:13])=O)[CH2:3][CH2:2]1.Cl.[CH3:15][NH:16][O:17][CH3:18].Cl.CN(C)CCCN=C=NCC.C(N(CC)CC)C.Cl. (4) Given the product [CH:21]1[C:22]2[C:17](=[CH:16][CH:15]=[CH:24][CH:23]=2)[CH:18]=[CH:19][CH:20]=1.[Br:30][C:15]1[CH:24]=[C:23]([C:25]([OH:27])=[O:26])[C:22]2[C:17]([CH:16]=1)=[CH:18][CH:19]=[CH:20][CH:21]=2, predict the reactants needed to synthesize it. The reactants are: C1(O)C=CC=CC=1.S(OC)(OC)(=O)=O.[CH:15]1[CH:16]=[C:17]2[C:22]3=[C:23]([C:25]([O:27]C(=O)[C:21]3=[CH:20][CH:19]=[CH:18]2)=[O:26])[CH:24]=1.[Br:30]Br.